Dataset: TCR-epitope binding with 47,182 pairs between 192 epitopes and 23,139 TCRs. Task: Binary Classification. Given a T-cell receptor sequence (or CDR3 region) and an epitope sequence, predict whether binding occurs between them. (1) Result: 0 (the TCR does not bind to the epitope). The epitope is SSTFNVPMEKLK. The TCR CDR3 sequence is CASTPAADDRPVGNTIYF. (2) The epitope is KTSVDCTMYI. The TCR CDR3 sequence is CASSLDTGYGYTF. Result: 0 (the TCR does not bind to the epitope). (3) The epitope is AYILFTRFFYV. The TCR CDR3 sequence is CASSLIGGASTDTQYF. Result: 1 (the TCR binds to the epitope). (4) The epitope is GTITSGWTF. The TCR CDR3 sequence is CASRLPGQGNTEAFF. Result: 0 (the TCR does not bind to the epitope). (5) The epitope is GLIYNRMGAVTTEV. The TCR CDR3 sequence is CASSLDPLGDTQYF. Result: 0 (the TCR does not bind to the epitope). (6) The epitope is YSEHPTFTSQY. The TCR CDR3 sequence is CSVGEGANYGYTF. Result: 1 (the TCR binds to the epitope). (7) The epitope is FLLNKEMYL. The TCR CDR3 sequence is CASSLARLDGNEQYF. Result: 0 (the TCR does not bind to the epitope). (8) The epitope is YVFCTVNAL. The TCR CDR3 sequence is CASSGGVYNEQFF. Result: 0 (the TCR does not bind to the epitope). (9) The epitope is GLNKIVRMY. The TCR CDR3 sequence is CASSSSGTGNEQFF. Result: 0 (the TCR does not bind to the epitope). (10) The epitope is AYILFTRFFYV. The TCR CDR3 sequence is CASSPDLYEQYF. Result: 1 (the TCR binds to the epitope).